From a dataset of Reaction yield outcomes from USPTO patents with 853,638 reactions. Predict the reaction yield, written as a fraction of the theoretical maximum amount of product (1.0 means a 100% yield; for example, 0.34 means a 34% yield). (1) The reactants are [CH3:1][C:2]1([CH3:23])[CH:7]2[CH2:8][CH:3]1[CH2:4][CH2:5][CH:6]2[CH2:9][CH2:10][O:11][C:12]1[CH:17]=[CH:16][C:15]([C:18]#[C:19][CH2:20][CH2:21][OH:22])=[CH:14][CH:13]=1.CC1(C)C2CC1CCC2NS(C1C=CC(C#CCCO)=CC=1)(=O)=O. No catalyst specified. The product is [CH3:1][C:2]1([CH3:23])[CH:7]2[CH2:8][CH:3]1[CH2:4][CH2:5][CH:6]2[CH2:9][CH2:10][O:11][C:12]1[CH:17]=[CH:16][C:15]([CH2:18][CH2:19][CH2:20][CH2:21][OH:22])=[CH:14][CH:13]=1. The yield is 0.990. (2) The reactants are [CH3:1][N:2]1[C:6]([C:7]2(O)[CH2:12][CH2:11][CH2:10][CH2:9][CH2:8]2)=[CH:5][CH:4]=[N:3]1.O.C1(C)C=CC(S(O)(=O)=O)=CC=1. The catalyst is C1(C)C=CC=CC=1. The product is [C:7]1([C:6]2[N:2]([CH3:1])[N:3]=[CH:4][CH:5]=2)[CH2:12][CH2:11][CH2:10][CH2:9][CH:8]=1. The yield is 0.870. (3) The product is [C:2]([C:4]1[CH:9]=[CH:8][C:7]([O:10][CH2:12][CH2:13][CH2:14][CH2:15][O:10][C:7]2[CH:8]=[CH:9][C:4]([C:2]#[N:3])=[CH:5][CH:6]=2)=[CH:6][CH:5]=1)#[N:3]. The reactants are [Na].[C:2]([C:4]1[CH:9]=[CH:8][C:7]([OH:10])=[CH:6][CH:5]=1)#[N:3].Br[CH2:12][CH2:13][CH2:14][CH2:15]Br. The yield is 0.980. The catalyst is C(O)C. (4) The product is [F:9][CH2:8][C:4]1[N:3]=[C:2]([C:13]#[C:12][CH2:11][CH2:10][N:14]2[N:18]=[C:17]3[CH:19]=[CH:20][CH:21]=[C:22]([CH3:23])[C:16]3=[N:15]2)[CH:7]=[CH:6][CH:5]=1. The yield is 0.630. No catalyst specified. The reactants are Br[C:2]1[CH:7]=[CH:6][CH:5]=[C:4]([CH2:8][F:9])[N:3]=1.[CH2:10]([N:14]1[N:18]=[C:17]2[CH:19]=[CH:20][CH:21]=[C:22]([CH3:23])[C:16]2=[N:15]1)[CH2:11][C:12]#[CH:13]. (5) The yield is 0.590. The catalyst is CO. The product is [OH:23][NH:22][C:3](=[O:2])[CH2:4][CH2:5][CH2:6][CH2:7][CH2:8][NH:9][C:10]([NH:12][C:13](=[O:20])[C:14]1[CH:19]=[CH:18][CH:17]=[CH:16][CH:15]=1)=[O:11]. The reactants are C[O:2][C:3](=O)[CH2:4][CH2:5][CH2:6][CH2:7][CH2:8][NH:9][C:10]([NH:12][C:13](=[O:20])[C:14]1[CH:19]=[CH:18][CH:17]=[CH:16][CH:15]=1)=[O:11].[NH2:22][OH:23].Cl.C[O-].[Na+].FC(F)(F)C(O)=O. (6) The reactants are [CH3:1][N:2]([CH2:4][C@@H:5]1[O:10][CH2:9][C@@H:8]([CH3:11])[N:7](CC2C=CC=CC=2)[CH2:6]1)[CH3:3]. The catalyst is CCO.[Pd]. The product is [CH3:3][N:2]([CH2:4][C@H:5]1[O:10][CH2:9][C@@H:8]([CH3:11])[NH:7][CH2:6]1)[CH3:1]. The yield is 1.00. (7) The reactants are [CH2:1]=[C:2]1[C@@H:15]2[O:16][C:12]3[C:13]4[C@:14]52[CH2:17][CH2:18][N:19]([CH2:20][CH:21]2[CH2:23][CH2:22]2)[C@H:6]([CH2:7][C:8]=4[CH:9]=[CH:10][C:11]=3[OH:24])[C@:5]5([OH:25])[CH2:4][CH2:3]1.C1(C[N+]2([O-])CC[C@]34C5C6O[C@H]3C(=O)CC[C@@]4(OCC)[C@H]2CC=5C=CC=6[OH:45])CC1.B.C1COCC1.[OH-].[Na+].OO.[NH4+].[Cl-]. The catalyst is C1COCC1.CCO. The product is [CH:21]1([CH2:20][N:19]2[CH2:18][CH2:17][C@:14]34[C:13]5[C:12]6[O:16][C@H:15]3[C@@H:2]([CH2:1][OH:45])[CH2:3][CH2:4][C@@:5]4([OH:25])[C@H:6]2[CH2:7][C:8]=5[CH:9]=[CH:10][C:11]=6[OH:24])[CH2:23][CH2:22]1. The yield is 0.510.